Dataset: Reaction yield outcomes from USPTO patents with 853,638 reactions. Task: Predict the reaction yield, written as a fraction of the theoretical maximum amount of product (1.0 means a 100% yield; for example, 0.34 means a 34% yield). The yield is 0.360. The catalyst is CN(C=O)C. The product is [CH2:19]([N:8]1[C:9]2[C:5](=[CH:4][C:3]([O:2][CH3:1])=[CH:11][CH:10]=2)[CH:6]=[N:7]1)[CH:20]([CH3:22])[CH3:21]. The reactants are [CH3:1][O:2][C:3]1[CH:4]=[C:5]2[C:9](=[CH:10][CH:11]=1)[NH:8][N:7]=[CH:6]2.C([O-])([O-])=O.[K+].[K+].Br[CH2:19][CH:20]([CH3:22])[CH3:21].